Task: Regression. Given two drug SMILES strings and cell line genomic features, predict the synergy score measuring deviation from expected non-interaction effect.. Dataset: NCI-60 drug combinations with 297,098 pairs across 59 cell lines (1) Drug 1: CC(C1=C(C=CC(=C1Cl)F)Cl)OC2=C(N=CC(=C2)C3=CN(N=C3)C4CCNCC4)N. Drug 2: COC1=CC(=CC(=C1O)OC)C2C3C(COC3=O)C(C4=CC5=C(C=C24)OCO5)OC6C(C(C7C(O6)COC(O7)C8=CC=CS8)O)O. Cell line: IGROV1. Synergy scores: CSS=27.7, Synergy_ZIP=-7.10, Synergy_Bliss=-2.20, Synergy_Loewe=-12.1, Synergy_HSA=-1.68. (2) Drug 1: CCCCC(=O)OCC(=O)C1(CC(C2=C(C1)C(=C3C(=C2O)C(=O)C4=C(C3=O)C=CC=C4OC)O)OC5CC(C(C(O5)C)O)NC(=O)C(F)(F)F)O. Drug 2: CC(C)NC(=O)C1=CC=C(C=C1)CNNC.Cl. Cell line: COLO 205. Synergy scores: CSS=56.2, Synergy_ZIP=20.3, Synergy_Bliss=12.5, Synergy_Loewe=-14.6, Synergy_HSA=12.2.